Dataset: Forward reaction prediction with 1.9M reactions from USPTO patents (1976-2016). Task: Predict the product of the given reaction. (1) Given the reactants [CH2:1]([NH:8][C:9]1[C:10]2[N:11]([CH:29]=[CH:30][C:31]=2[C:32]2[CH:37]=[CH:36][CH:35]=[CH:34][CH:33]=2)[C:12]([C:15]2[CH:16]=[C:17]([S:21]([NH:24]C(C)(C)C)(=[O:23])=[O:22])[CH:18]=[N:19][CH:20]=2)=[N:13][N:14]=1)[C:2]1[CH:7]=[CH:6][CH:5]=[CH:4][CH:3]=1, predict the reaction product. The product is: [CH2:1]([NH:8][C:9]1[C:10]2[N:11]([CH:29]=[CH:30][C:31]=2[C:32]2[CH:37]=[CH:36][CH:35]=[CH:34][CH:33]=2)[C:12]([C:15]2[CH:16]=[C:17]([S:21]([NH2:24])(=[O:22])=[O:23])[CH:18]=[N:19][CH:20]=2)=[N:13][N:14]=1)[C:2]1[CH:3]=[CH:4][CH:5]=[CH:6][CH:7]=1. (2) Given the reactants C[O:2][C:3](=[O:32])[C:4]1[CH:9]=[CH:8][C:7]([S:10][C:11]2[CH:16]=[CH:15][C:14]([OH:17])=[CH:13][CH:12]=2)=[C:6]([NH:18][C:19]2[C:20]3[CH:28]=[CH:27][C:26]([CH:29]([CH3:31])[CH3:30])=[N:25][C:21]=3[N:22]=[CH:23][N:24]=2)[CH:5]=1.[Li+].[OH-], predict the reaction product. The product is: [OH:17][C:14]1[CH:15]=[CH:16][C:11]([S:10][C:7]2[CH:8]=[CH:9][C:4]([C:3]([OH:32])=[O:2])=[CH:5][C:6]=2[NH:18][C:19]2[C:20]3[CH:28]=[CH:27][C:26]([CH:29]([CH3:31])[CH3:30])=[N:25][C:21]=3[N:22]=[CH:23][N:24]=2)=[CH:12][CH:13]=1. (3) Given the reactants [C:1]([O:4][C:5](=O)[CH3:6])(=[O:3])[CH3:2].[NH2:8][C:9]1[CH:10]=[C:11](O)C=C[CH:14]=1.[OH2:16].N1[CH:22]=[CH:21]C=CC=1, predict the reaction product. The product is: [C:21]([NH:8][C:9]1[CH:14]=[C:5]([O:4][C:1](=[O:3])[CH3:2])[CH:6]=[CH:11][CH:10]=1)(=[O:16])[CH3:22]. (4) Given the reactants [CH3:1][N:2]1[C:6]([NH2:7])=[CH:5][C:4]([CH:8]2[CH2:13][CH2:12][CH2:11][CH2:10][NH:9]2)=[N:3]1.[CH:14]([O:16][CH2:17][C:18]1[CH:23]=[CH:22][CH:21]=[CH:20][CH:19]=1)=[O:15].C(O)C.C1(=O)CCCCC1, predict the reaction product. The product is: [CH3:1][N:2]1[C:6]([NH2:7])=[C:5]([C:18]2[CH2:23][CH2:22][CH2:21][CH2:20][CH:19]=2)[C:4]([CH:8]2[CH2:13][CH2:12][CH2:11][CH2:10][NH:9]2)=[N:3]1.[CH:14]([O:16][CH2:17][C:18]1[CH:23]=[CH:22][CH:21]=[CH:20][CH:19]=1)=[O:15]. (5) Given the reactants C(=O)([O-])[O-].[K+].[K+].Br[CH2:8][C:9]([O:11][CH2:12][CH3:13])=[O:10].[CH3:14][CH:15]1[CH2:20][O:19][CH2:18][CH:17]([CH3:21])[NH:16]1.O, predict the reaction product. The product is: [CH3:14][CH:15]1[N:16]([CH2:8][C:9]([O:11][CH2:12][CH3:13])=[O:10])[CH:17]([CH3:21])[CH2:18][O:19][CH2:20]1. (6) Given the reactants Cl[CH2:2][C:3]1[O:4][C:5]([C:8]2[CH:9]=[CH:10][C:11]3[O:15][CH2:14][CH2:13][C:12]=3[CH:16]=2)=[N:6][N:7]=1.[F:17][C:18]1[CH:19]=[C:20]([SH:24])[CH:21]=[CH:22][CH:23]=1.C(=O)([O-])[O-].[K+].[K+], predict the reaction product. The product is: [O:15]1[C:11]2[CH:10]=[CH:9][C:8]([C:5]3[O:4][C:3]([CH2:2][S:24][C:20]4[CH:21]=[CH:22][CH:23]=[C:18]([F:17])[CH:19]=4)=[N:7][N:6]=3)=[CH:16][C:12]=2[CH2:13][CH2:14]1. (7) Given the reactants [NH2:1][C:2]1[N:7]=[CH:6][C:5]([C:8]2[CH2:13][CH2:12][N:11]([C:14]([O:16][C:17]([CH3:20])([CH3:19])[CH3:18])=[O:15])[CH2:10][CH:9]=2)=[CH:4][C:3]=1[N+:21]([O-])=O.CCOC(C)=O, predict the reaction product. The product is: [NH2:21][C:3]1[CH:4]=[C:5]([CH:8]2[CH2:13][CH2:12][N:11]([C:14]([O:16][C:17]([CH3:20])([CH3:19])[CH3:18])=[O:15])[CH2:10][CH2:9]2)[CH:6]=[N:7][C:2]=1[NH2:1].